Binary Classification. Given a T-cell receptor sequence (or CDR3 region) and an epitope sequence, predict whether binding occurs between them. From a dataset of TCR-epitope binding with 47,182 pairs between 192 epitopes and 23,139 TCRs. (1) The epitope is GPGHKARVL. The TCR CDR3 sequence is CASGLDRGADTQYF. Result: 1 (the TCR binds to the epitope). (2) The epitope is HTTDPSFLGRY. The TCR CDR3 sequence is CASSFSAGGEQFF. Result: 1 (the TCR binds to the epitope). (3) The epitope is RQLLFVVEV. The TCR CDR3 sequence is CASSIRGDQPQHF. Result: 1 (the TCR binds to the epitope). (4) The epitope is FADDLNQLTGY. The TCR CDR3 sequence is CASSSVDRNSYEQYF. Result: 0 (the TCR does not bind to the epitope). (5) The epitope is FTYASALWEI. The TCR CDR3 sequence is CASSLGRGFADTQYF. Result: 0 (the TCR does not bind to the epitope). (6) The epitope is IPIQASLPF. The TCR CDR3 sequence is CASSKGTGEYYEQYF. Result: 0 (the TCR does not bind to the epitope). (7) The epitope is GTSGSPIIDK. The TCR CDR3 sequence is CASSQMTGTGELFF. Result: 1 (the TCR binds to the epitope). (8) The epitope is YVLDHLIVV. The TCR CDR3 sequence is CASSQEGYRDPTEAFF. Result: 0 (the TCR does not bind to the epitope). (9) Result: 1 (the TCR binds to the epitope). The TCR CDR3 sequence is CASSVDPTGGNYGYTF. The epitope is AVFDRKSDAK. (10) The epitope is RLQSLQTYV. The TCR CDR3 sequence is CASSYLGSYNEQFF. Result: 0 (the TCR does not bind to the epitope).